Dataset: Catalyst prediction with 721,799 reactions and 888 catalyst types from USPTO. Task: Predict which catalyst facilitates the given reaction. (1) Reactant: Cl[C:2]1[N:11]=[CH:10][C:9]2[N:8]3[CH:12]=[N:13][N:14]=[C:7]3[C@@H:6]([CH2:15][CH3:16])[N:5]([CH:17]3[CH2:21][CH2:20][CH2:19][CH2:18]3)[C:4]=2[N:3]=1.[CH:22]1([NH2:25])[CH2:24][CH2:23]1.CCN(C(C)C)C(C)C. Product: [CH:17]1([N:5]2[C:4]3[N:3]=[C:2]([NH:25][CH:22]4[CH2:24][CH2:23]4)[N:11]=[CH:10][C:9]=3[N:8]3[CH:12]=[N:13][N:14]=[C:7]3[C@H:6]2[CH2:15][CH3:16])[CH2:21][CH2:20][CH2:19][CH2:18]1. The catalyst class is: 51. (2) Reactant: [OH-].[K+].[CH3:3]C1C=CC(S(N(N=O)C)(=O)=O)=CC=1.C(O)CO.CCOCC.[NH:26]1[C:30]2[CH:31]=[C:32]([N:35]3[CH:39]([CH:40]4[CH2:45][CH2:44][CH:43]([O:46][C:47]5[CH:52]=[CH:51][CH:50]=[CH:49][CH:48]=5)[CH2:42][CH2:41]4)[C:38]([CH3:53])=[C:37]([OH:54])[C:36]3=[O:55])[CH:33]=[CH:34][C:29]=2[N:28]=[CH:27]1. Product: [NH:26]1[C:30]2[CH:31]=[C:32]([N:35]3[CH:39]([CH:40]4[CH2:41][CH2:42][CH:43]([O:46][C:47]5[CH:48]=[CH:49][CH:50]=[CH:51][CH:52]=5)[CH2:44][CH2:45]4)[C:38]([CH3:53])=[C:37]([O:54][CH3:3])[C:36]3=[O:55])[CH:33]=[CH:34][C:29]=2[N:28]=[CH:27]1. The catalyst class is: 5. (3) Reactant: [C:1](=O)([O-])[O-].[K+].[K+].CI.[C:9]([O:13][C:14]([N:16]1[CH2:21][CH2:20][N:19]([C:22]2[N:30]=[CH:29][N:28]=[C:27]3[C:23]=2[N:24]=[CH:25][NH:26]3)[CH2:18][CH2:17]1)=[O:15])([CH3:12])([CH3:11])[CH3:10].C(OCC)(=O)C. Product: [C:9]([O:13][C:14]([N:16]1[CH2:17][CH2:18][N:19]([C:22]2[N:30]=[CH:29][N:28]=[C:27]3[C:23]=2[N:24]=[CH:25][N:26]3[CH3:1])[CH2:20][CH2:21]1)=[O:15])([CH3:12])([CH3:10])[CH3:11]. The catalyst class is: 35. (4) Reactant: [CH3:1][N:2]1[C:7](=[O:8])[CH:6]=[CH:5][C:4]([C:9]2[S:13][C:12]([C:14]([O:16]CC)=O)=[N:11][C:10]=2[C:19]2[CH:24]=[CH:23][CH:22]=[CH:21][CH:20]=2)=[N:3]1.[CH:25]([NH2:28])([CH3:27])[CH3:26]. Product: [CH:25]([NH:28][C:14]([C:12]1[S:13][C:9]([C:4]2[CH:5]=[CH:6][C:7](=[O:8])[N:2]([CH3:1])[N:3]=2)=[C:10]([C:19]2[CH:20]=[CH:21][CH:22]=[CH:23][CH:24]=2)[N:11]=1)=[O:16])([CH3:27])[CH3:26]. The catalyst class is: 7. (5) Product: [Cl:1][C:2]1[CH:3]=[C:4]([CH:15]=[C:16]([Cl:35])[C:17]=1[C:18]([N:20]1[C:28]2[CH:27]=[CH:26][N:25]=[C:24]([NH:29][C:30]([CH:32]3[CH2:34][CH2:33]3)=[O:31])[C:23]=2[CH:22]=[CH:21]1)=[O:19])[C:5]([NH:7][C@H:8]([C:10]([OH:12])=[O:11])[CH3:9])=[O:6]. Reactant: [Cl:1][C:2]1[CH:3]=[C:4]([CH:15]=[C:16]([Cl:35])[C:17]=1[C:18]([N:20]1[C:28]2[CH:27]=[CH:26][N:25]=[C:24]([NH:29][C:30]([CH:32]3[CH2:34][CH2:33]3)=[O:31])[C:23]=2[CH:22]=[CH:21]1)=[O:19])[C:5]([NH:7][C@H:8]([C:10]([O:12]CC)=[O:11])[CH3:9])=[O:6].[OH-].[Na+]. The catalyst class is: 30. (6) Reactant: [C:1]([O:5][C:6](=[O:34])[NH:7][CH2:8][C@@H:9]1[O:13][C:12](=[O:14])[N:11]([C:15]2[CH:16]=[CH:17][C:18]3[C:24](=O)[CH:23]([C:26]([C:28]4[O:32][N:31]=[CH:30][CH:29]=4)=O)[CH2:22][CH2:21][CH2:20][C:19]=3[CH:33]=2)[CH2:10]1)([CH3:4])([CH3:3])[CH3:2].O.[NH2:36][NH2:37]. Product: [C:1]([O:5][C:6](=[O:34])[NH:7][CH2:8][C@@H:9]1[O:13][C:12](=[O:14])[N:11]([C:15]2[CH:16]=[CH:17][C:18]3[C:24]4[NH:36][N:37]=[C:26]([C:28]5[O:32][N:31]=[CH:30][CH:29]=5)[C:23]=4[CH2:22][CH2:21][CH2:20][C:19]=3[CH:33]=2)[CH2:10]1)([CH3:3])([CH3:2])[CH3:4]. The catalyst class is: 8. (7) Reactant: [C:1]([O:5][C:6]([N:8]1[CH2:13][CH2:12][N:11]([S:14]([C:17]2[CH:22]=[CH:21][C:20]([O:23][C:24]([F:27])([F:26])[F:25])=[CH:19][CH:18]=2)(=[O:16])=[O:15])[C@@H:10]([C:28](O)=[O:29])[CH2:9]1)=[O:7])([CH3:4])([CH3:3])[CH3:2].O.ON1C2C=CC=CC=2N=N1.Cl.C(N=C=NCCCN(C)C)C.[F:54][CH:55]([F:66])[O:56][C:57]1[CH:64]=[CH:63][C:60]([CH2:61][NH2:62])=[CH:59][C:58]=1[F:65]. Product: [C:1]([O:5][C:6]([N:8]1[CH2:13][CH2:12][N:11]([S:14]([C:17]2[CH:18]=[CH:19][C:20]([O:23][C:24]([F:25])([F:27])[F:26])=[CH:21][CH:22]=2)(=[O:16])=[O:15])[C@@H:10]([C:28](=[O:29])[NH:62][CH2:61][C:60]2[CH:63]=[CH:64][C:57]([O:56][CH:55]([F:54])[F:66])=[C:58]([F:65])[CH:59]=2)[CH2:9]1)=[O:7])([CH3:3])([CH3:2])[CH3:4]. The catalyst class is: 9.